From a dataset of Reaction yield outcomes from USPTO patents with 853,638 reactions. Predict the reaction yield, written as a fraction of the theoretical maximum amount of product (1.0 means a 100% yield; for example, 0.34 means a 34% yield). (1) The reactants are CN[C:3]([N:5]1[C:13]2[C:8](=[CH:9][C:10]([O:14][C:15]3[CH:20]=[CH:19][N:18]=[C:17]([NH2:21])[CH:16]=3)=[CH:11][CH:12]=2)[CH:7]=[CH:6]1)=O.C([N:24]([CH2:27]C)CC)C.[C:29](Cl)(=O)[O:30]C1C=CC=CC=1.[OH:39][C:40]([CH3:50])([CH3:49])[C:41]([N:43]1[CH2:48][CH2:47][NH:46][CH2:45][CH2:44]1)=[O:42].[O:51]1CCCC1. The catalyst is CN(C)C=O. The product is [CH3:3][N:5]1[C:13]2[C:8](=[CH:9][C:10]([O:14][C:15]3[CH:20]=[CH:19][N:18]=[C:17]([NH:21][C:29]([N:46]4[CH2:45][CH2:44][N:43]([C:41](=[O:42])[C:40]([OH:39])([CH3:50])[CH3:49])[CH2:48][CH2:47]4)=[O:30])[CH:16]=3)=[CH:11][CH:12]=2)[CH:7]=[C:6]1[C:27]([NH2:24])=[O:51]. The yield is 0.742. (2) The reactants are [Cl:1][C:2]1[CH:3]=[CH:4][C:5]([CH:19]=O)=[C:6]([N:8]2[CH2:13][CH2:12][CH:11]([C:14]([O:16][CH2:17][CH3:18])=[O:15])[CH2:10][CH2:9]2)[CH:7]=1.[N:21]1([C:27]([O:29][C:30]([CH3:33])([CH3:32])[CH3:31])=[O:28])[CH2:26][CH2:25][NH:24][CH2:23][CH2:22]1.ClCCCl.[BH-](OC(C)=O)(OC(C)=O)OC(C)=O.[Na+]. The catalyst is O. The product is [Cl:1][C:2]1[CH:3]=[CH:4][C:5]([CH2:19][N:24]2[CH2:23][CH2:22][N:21]([C:27]([O:29][C:30]([CH3:33])([CH3:32])[CH3:31])=[O:28])[CH2:26][CH2:25]2)=[C:6]([N:8]2[CH2:9][CH2:10][CH:11]([C:14]([O:16][CH2:17][CH3:18])=[O:15])[CH2:12][CH2:13]2)[CH:7]=1. The yield is 0.870. (3) The reactants are [S:1]1([C:12]2[C:7](=[CH:8][CH:9]=[CH:10][CH:11]=2)[C:5](=[O:6])[NH:4]1)(=[O:3])=[O:2].[H-].[Na+].Br[CH2:16][CH2:17][CH2:18][CH2:19][O:20][C:21]1[CH:26]=[CH:25][CH:24]=[C:23]([CH3:27])[CH:22]=1. The catalyst is CN(C=O)C. The product is [CH3:27][C:23]1[CH:22]=[C:21]([CH:26]=[CH:25][CH:24]=1)[O:20][CH2:19][CH2:18][CH2:17][CH2:16][N:4]1[C:5](=[O:6])[C:7]2[C:12](=[CH:11][CH:10]=[CH:9][CH:8]=2)[S:1]1(=[O:2])=[O:3]. The yield is 0.550. (4) The reactants are Cl.[NH2:2][C@@H:3]1[CH2:7][C@H:6]([CH2:8][OH:9])[CH:5]=[CH:4]1.C(N(CC)CC)C.[C:17](Cl)(=[O:21])[CH2:18][CH2:19][CH3:20].O. The catalyst is C(Cl)Cl. The product is [C:17]([NH:2][C@@H:3]1[CH2:7][C@H:6]([CH2:8][OH:9])[CH:5]=[CH:4]1)(=[O:21])[CH2:18][CH2:19][CH3:20]. The yield is 0.670. (5) The reactants are FC(F)(F)S(O[C:7]1[CH2:8][CH2:9][N:10]([C:13]([O:15][C:16]([CH3:19])([CH3:18])[CH3:17])=[O:14])[CH2:11][CH:12]=1)(=O)=O.[N+:22]([C:25]1[CH:30]=[CH:29][C:28](B(O)O)=[CH:27][CH:26]=1)([O-:24])=[O:23].C(=O)([O-])[O-].[Na+].[Na+].[Cl-].[Li+]. The catalyst is [Pd].C1(P(C2C=CC=CC=2)C2C=CC=CC=2)C=CC=CC=1.C1(P(C2C=CC=CC=2)C2C=CC=CC=2)C=CC=CC=1.C1(P(C2C=CC=CC=2)C2C=CC=CC=2)C=CC=CC=1.C1(P(C2C=CC=CC=2)C2C=CC=CC=2)C=CC=CC=1.COCCOC. The product is [N+:22]([C:25]1[CH:30]=[CH:29][C:28]([C:7]2[CH2:8][CH2:9][N:10]([C:13]([O:15][C:16]([CH3:19])([CH3:18])[CH3:17])=[O:14])[CH2:11][CH:12]=2)=[CH:27][CH:26]=1)([O-:24])=[O:23]. The yield is 0.599. (6) The reactants are [CH2:1]([CH:8]1[C:14](=[O:15])[C:13](=[N:16]O)[CH:12]2[CH2:18][CH:9]1[CH2:10][CH2:11]2)[C:2]1[CH:7]=[CH:6][CH:5]=[CH:4][N:3]=1.Cl.[H][H]. The catalyst is [Pd].C(O)C. The product is [CH2:1]([CH:8]1[C:14](=[O:15])[CH:13]([NH2:16])[CH:12]2[CH2:18][CH:9]1[CH2:10][CH2:11]2)[C:2]1[CH:7]=[CH:6][CH:5]=[CH:4][N:3]=1. The yield is 0.860. (7) The reactants are [Cl:1][C:2]1[CH:38]=[CH:37][C:5]([O:6][CH2:7][C:8]([N:10]2[CH2:15][CH2:14][N:13]([C:16]3[C:17]4[CH:29]=[C:28]([C:30]5[CH:35]=[CH:34][C:33]([F:36])=[CH:32][CH:31]=5)[S:27][C:18]=4[N:19]=[C:20]([C:22](OCC)=[O:23])[N:21]=3)[CH2:12][CH2:11]2)=[O:9])=[CH:4][CH:3]=1.[CH3:39][O:40][CH2:41][CH2:42][NH2:43]. The catalyst is CO. The product is [Cl:1][C:2]1[CH:38]=[CH:37][C:5]([O:6][CH2:7][C:8]([N:10]2[CH2:11][CH2:12][N:13]([C:16]3[C:17]4[CH:29]=[C:28]([C:30]5[CH:35]=[CH:34][C:33]([F:36])=[CH:32][CH:31]=5)[S:27][C:18]=4[N:19]=[C:20]([C:22]([NH:43][CH2:42][CH2:41][O:40][CH3:39])=[O:23])[N:21]=3)[CH2:14][CH2:15]2)=[O:9])=[CH:4][CH:3]=1. The yield is 0.920. (8) The reactants are [CH3:1][O:2][C:3]([C:5]1[S:6][C:7]([C:30]#[C:31][C:32]([CH3:35])([CH3:34])[CH3:33])=[CH:8][C:9]=1[N:10]([CH:20]1[CH2:29][CH2:28][C:23]2(OCC[O:24]2)[CH2:22][CH2:21]1)[C:11]([CH:13]1[CH2:18][CH2:17][C:16]([CH3:19])=[CH:15][CH2:14]1)=[O:12])=[O:4].Cl.CO. The catalyst is C1COCC1. The product is [CH3:1][O:2][C:3]([C:5]1[S:6][C:7]([C:30]#[C:31][C:32]([CH3:35])([CH3:34])[CH3:33])=[CH:8][C:9]=1[N:10]([C:11]([CH:13]1[CH2:18][CH2:17][C:16]([CH3:19])=[CH:15][CH2:14]1)=[O:12])[CH:20]1[CH2:21][CH2:22][C:23](=[O:24])[CH2:28][CH2:29]1)=[O:4]. The yield is 1.00.